From a dataset of Full USPTO retrosynthesis dataset with 1.9M reactions from patents (1976-2016). Predict the reactants needed to synthesize the given product. (1) Given the product [OH:16][B:15]1[CH:14]([NH:28][C:29](=[O:37])[CH2:30][CH2:31][N:32]2[CH:36]=[CH:35][N:34]=[CH:33]2)[CH2:13][C:9]2[CH:10]=[CH:11][CH:12]=[C:7]([C:6]([OH:5])=[O:40])[C:8]=2[O:23]1, predict the reactants needed to synthesize it. The reactants are: C([O:5][C:6](=[O:40])[C:7]1[CH:12]=[CH:11][CH:10]=[C:9]([CH2:13][CH:14]([NH:28][C:29](=[O:37])[CH2:30][CH2:31][N:32]2[CH:36]=[CH:35][N:34]=[CH:33]2)[B:15]2[O:23]C3C(C)(C4CC(C3)C4(C)C)[O:16]2)[C:8]=1OC)(C)(C)C.B(Br)(Br)Br. (2) Given the product [CH3:1][C:2]1[NH:3][C:4]2[C:9]([C:10]=1[CH3:11])=[CH:8][C:7]([NH:12][C:13]1[C:22]3[C:17](=[CH:18][C:19]([O:25][CH2:31][C:27]4[O:26][CH:30]=[CH:29][CH:28]=4)=[C:20]([O:23][CH3:24])[CH:21]=3)[N:16]=[CH:15][N:14]=1)=[CH:6][CH:5]=2, predict the reactants needed to synthesize it. The reactants are: [CH3:1][C:2]1[NH:3][C:4]2[C:9]([C:10]=1[CH3:11])=[CH:8][C:7]([NH:12][C:13]1[C:22]3[C:17](=[CH:18][C:19]([OH:25])=[C:20]([O:23][CH3:24])[CH:21]=3)[N:16]=[CH:15][N:14]=1)=[CH:6][CH:5]=2.[O:26]1[CH:30]=[CH:29][CH:28]=[C:27]1[CH2:31]O. (3) The reactants are: [NH2:1][C:2]1[CH:11]=[CH:10][CH:9]=[CH:8][C:3]=1[C:4]([O:6][CH3:7])=O.[CH2:12]([Mg]Br)[CH3:13].[CH3:16][CH2:17]OCC.Cl.[OH-].[Na+].C(N1C=CN=C1)(N1C=CN=C1)=[O:25]. Given the product [CH2:16]([C:4]1([CH2:12][CH3:13])[O:6][C:7](=[O:25])[NH:1][C:2]2[CH:11]=[CH:10][CH:9]=[CH:8][C:3]1=2)[CH3:17], predict the reactants needed to synthesize it. (4) The reactants are: CN(C)S([N:6]1[CH:10]=[CH:9][N:8]=[C:7]1[Si](C(C)(C)C)(C)C)(=O)=O.[F:19][C:20]1[CH:29]=[C:28]2[C:23]([C:24](=O)[CH2:25][CH2:26][O:27]2)=[CH:22][CH:21]=1. Given the product [F:19][C:20]1[CH:29]=[C:28]2[C:23]([C:24]([C:10]3[NH:6][CH:7]=[N:8][CH:9]=3)=[CH:25][CH2:26][O:27]2)=[CH:22][CH:21]=1, predict the reactants needed to synthesize it. (5) Given the product [CH2:1]([O:8][C:9]1[CH:14]=[CH:13][C:12]([Cl:15])=[CH:11][C:10]=1[C:16]1[N:17]=[C:18]([NH2:23])[N:19]=[C:20]([NH:29][C:28]2[CH:30]=[CH:31][C:25]([Cl:24])=[CH:26][CH:27]=2)[CH:21]=1)[C:2]1[CH:7]=[CH:6][CH:5]=[CH:4][CH:3]=1, predict the reactants needed to synthesize it. The reactants are: [CH2:1]([O:8][C:9]1[CH:14]=[CH:13][C:12]([Cl:15])=[CH:11][C:10]=1[C:16]1[CH:21]=[C:20](Cl)[N:19]=[C:18]([NH2:23])[N:17]=1)[C:2]1[CH:7]=[CH:6][CH:5]=[CH:4][CH:3]=1.[Cl:24][C:25]1[CH:31]=[CH:30][C:28]([NH2:29])=[CH:27][CH:26]=1.